From a dataset of Peptide-MHC class II binding affinity with 134,281 pairs from IEDB. Regression. Given a peptide amino acid sequence and an MHC pseudo amino acid sequence, predict their binding affinity value. This is MHC class II binding data. (1) The peptide sequence is GELQIVDKIDAAFKV. The MHC is DRB3_0101 with pseudo-sequence DRB3_0101. The binding affinity (normalized) is 0.655. (2) The peptide sequence is LTQYFVQENYLEYRQVPG. The MHC is DRB1_0802 with pseudo-sequence DRB1_0802. The binding affinity (normalized) is 0.200.